Dataset: Full USPTO retrosynthesis dataset with 1.9M reactions from patents (1976-2016). Task: Predict the reactants needed to synthesize the given product. (1) Given the product [CH2:3]([O:10][C:11](=[O:19])[C:12]1[CH:13]=[CH:14][C:15]([O:18][C:26]([C:25]([O:24][C:20]([CH3:23])([CH3:22])[CH3:21])=[O:30])([CH3:28])[CH3:27])=[CH:16][CH:17]=1)[C:4]1[CH:5]=[CH:6][CH:7]=[CH:8][CH:9]=1, predict the reactants needed to synthesize it. The reactants are: [H-].[Na+].[CH2:3]([O:10][C:11](=[O:19])[C:12]1[CH:17]=[CH:16][C:15]([OH:18])=[CH:14][CH:13]=1)[C:4]1[CH:9]=[CH:8][CH:7]=[CH:6][CH:5]=1.[C:20]([O:24][C:25](=[O:30])[C:26](Br)([CH3:28])[CH3:27])([CH3:23])([CH3:22])[CH3:21]. (2) Given the product [Br:1][C:2]1[CH:7]=[CH:6][C:5]([C@H:8]2[CH2:13][CH2:12][NH:11][CH2:10][C@@H:9]2[O:27][CH2:28][C:29]2[CH:38]=[CH:37][C:36]3[C:31](=[CH:32][CH:33]=[CH:34][CH:35]=3)[CH:30]=2)=[CH:4][CH:3]=1, predict the reactants needed to synthesize it. The reactants are: [Br:1][C:2]1[CH:7]=[CH:6][C:5]([C@H:8]2[CH2:13][CH2:12][N:11](C([C@@]34C(C)(C)[C@@](C)(CC3)C(=O)O4)=O)[CH2:10][C@@H:9]2[O:27][CH2:28][C:29]2[CH:38]=[CH:37][C:36]3[C:31](=[CH:32][CH:33]=[CH:34][CH:35]=3)[CH:30]=2)=[CH:4][CH:3]=1.CNC(NCCC[C@H](N)C(O)=O)=NC.C(O)(=O)C. (3) The reactants are: Br[CH2:2][C:3]1[C:15]([Cl:16])=[CH:14][C:6]([C:7]([NH:9][S:10]([CH3:13])(=[O:12])=[O:11])=[O:8])=[C:5]([F:17])[CH:4]=1.[CH:18]1[C:27]2[CH2:26][CH2:25][CH2:24][CH2:23][C:22]=2[CH:21]=[CH:20][C:19]=1[OH:28].C([O-])([O-])=O.[K+].[K+]. Given the product [Cl:16][C:15]1[C:3]([CH2:2][O:28][C:19]2[CH:20]=[CH:21][C:22]3[CH2:23][CH2:24][CH2:25][CH2:26][C:27]=3[CH:18]=2)=[CH:4][C:5]([F:17])=[C:6]([CH:14]=1)[C:7]([NH:9][S:10]([CH3:13])(=[O:12])=[O:11])=[O:8], predict the reactants needed to synthesize it.